Dataset: Catalyst prediction with 721,799 reactions and 888 catalyst types from USPTO. Task: Predict which catalyst facilitates the given reaction. (1) Reactant: [N:1]1[C:6]2[NH:7][C:8]3[C:13]([C:5]=2[CH:4]=[CH:3][CH:2]=1)=[CH:12][C:11]([C@@H:14]1[O:19][CH2:18][CH2:17][N:16](C(OC(C)(C)C)=O)[CH2:15]1)=[CH:10][CH:9]=3.[ClH:27].CCOCC. Product: [ClH:27].[N:1]1[C:6]2[NH:7][C:8]3[C:13]([C:5]=2[CH:4]=[CH:3][CH:2]=1)=[CH:12][C:11]([C@@H:14]1[O:19][CH2:18][CH2:17][NH:16][CH2:15]1)=[CH:10][CH:9]=3. The catalyst class is: 12. (2) Reactant: [Cl:1][C:2]1[CH:7]=[C:6]([CH3:8])[CH:5]=[CH:4][N:3]=1.C(OO)(=[O:11])C.Cl. Product: [ClH:1].[Cl:1][C:2]1[CH:7]=[C:6]([CH3:8])[CH:5]=[CH:4][N+:3]=1[O-:11]. The catalyst class is: 52. (3) Reactant: [CH2:1](N(CC)CC)C.ClCCl.C(OC(NC(C)(C)CN(C(OC(C)(C)C)=O)CCCO)=O)C1C=CC=CC=1.[C:38]([O:42][C:43]([N:45]([CH2:63][CH2:64][CH2:65][OH:66])[CH2:46][C@@H:47]([NH:49][S:50]([C:53]1[CH:54]=[C:55]2[C:60](=[CH:61][CH:62]=1)[CH:59]=[N:58][CH:57]=[CH:56]2)(=[O:52])=[O:51])[CH3:48])=[O:44])([CH3:41])([CH3:40])[CH3:39]. Product: [C:38]([O:42][C:43]([N:45]([CH2:63][CH2:64][CH2:65][OH:66])[CH2:46][C:47]([NH:49][S:50]([C:53]1[CH:54]=[C:55]2[C:60](=[CH:61][CH:62]=1)[CH:59]=[N:58][CH:57]=[CH:56]2)(=[O:52])=[O:51])([CH3:1])[CH3:48])=[O:44])([CH3:41])([CH3:40])[CH3:39]. The catalyst class is: 6. (4) Product: [C:1]([N:5]1[C:11]2[N:10]=[CH:9][N:8]=[C:7]([Cl:6])[C:12]=2[CH:13]=[CH:14]1)([CH3:4])([CH3:3])[CH3:2]. The catalyst class is: 8. Reactant: [C:1]([NH2:5])([CH3:4])([CH3:3])[CH3:2].[Cl:6][C:7]1[C:12]([CH2:13][CH:14]=O)=[C:11](Cl)[N:10]=[CH:9][N:8]=1. (5) Reactant: FC1C=C(OC)C=C[C:7]=1[O:8]C.CCN(S(F)(F)[F:18])CC.F[C:22]1[C:23](OC)=[CH:24][C:25]([CH:37]([CH3:39])[CH3:38])=[C:26]([CH:36]=1)[O:27][C:28]1[C:29]([NH2:35])=[N:30][C:31]([NH2:34])=[N:32][CH:33]=1.[ClH:42]. Product: [Cl:42][C:22]1[CH:23]=[C:24]([O:8][CH3:7])[C:25]([C:37]([F:18])([CH3:38])[CH3:39])=[C:26]([CH:36]=1)[O:27][C:28]1[C:29]([NH2:35])=[N:30][C:31]([NH2:34])=[N:32][CH:33]=1. The catalyst class is: 45. (6) The catalyst class is: 28. Product: [Br:34][C:5]1[S:4][C:3]([C:8]2[N:12]3[N:13]=[C:14]([CH3:22])[CH:15]=[C:16]([CH:17]([CH2:18][CH3:19])[CH2:20][CH3:21])[C:11]3=[N:10][C:9]=2[CH3:23])=[C:2]([CH3:1])[C:6]=1[CH3:7]. Reactant: [CH3:1][C:2]1[C:6]([CH3:7])=[CH:5][S:4][C:3]=1[C:8]1[N:12]2[N:13]=[C:14]([CH3:22])[CH:15]=[C:16]([CH:17]([CH2:20][CH3:21])[CH2:18][CH3:19])[C:11]2=[N:10][C:9]=1[CH3:23].C(Cl)Cl.C1C(=O)N([Br:34])C(=O)C1. (7) Reactant: [F:1][C:2]1[CH:11]=[C:10]2[C:5]([C:6](=[O:15])[C:7]([C:12]([NH2:14])=O)=[CH:8][NH:9]2)=[CH:4][C:3]=1[O:16][CH3:17].N1C(Cl)=NC(Cl)=NC=1Cl.C(=O)(O)[O-].[Na+]. Product: [F:1][C:2]1[CH:11]=[C:10]2[C:5]([C:6](=[O:15])[C:7]([C:12]#[N:14])=[CH:8][NH:9]2)=[CH:4][C:3]=1[O:16][CH3:17]. The catalyst class is: 3.